This data is from Reaction yield outcomes from USPTO patents with 853,638 reactions. The task is: Predict the reaction yield, written as a fraction of the theoretical maximum amount of product (1.0 means a 100% yield; for example, 0.34 means a 34% yield). The reactants are [NH2:1][C:2]1[CH:3]=[CH:4][C:5]2[CH2:11][CH2:10][CH:9]([NH:12][CH2:13][CH2:14][OH:15])[CH2:8][CH2:7][C:6]=2[C:16]=1[O:17][CH3:18].Cl[C:20]1[N:25]=[C:24]([NH:26][C:27]2[CH:32]=[CH:31][C:30]([N:33]3[CH2:38][CH2:37][O:36][CH2:35][CH2:34]3)=[CH:29][C:28]=2[O:39][CH3:40])[C:23]([Cl:41])=[CH:22][N:21]=1. No catalyst specified. The product is [Cl:41][C:23]1[C:24]([NH:26][C:27]2[CH:32]=[CH:31][C:30]([N:33]3[CH2:34][CH2:35][O:36][CH2:37][CH2:38]3)=[CH:29][C:28]=2[O:39][CH3:40])=[N:25][C:20]([NH:1][C:2]2[CH:3]=[CH:4][C:5]3[CH2:11][CH2:10][CH:9]([NH:12][CH2:13][CH2:14][OH:15])[CH2:8][CH2:7][C:6]=3[C:16]=2[O:17][CH3:18])=[N:21][CH:22]=1. The yield is 0.380.